From a dataset of Forward reaction prediction with 1.9M reactions from USPTO patents (1976-2016). Predict the product of the given reaction. (1) Given the reactants Cl[C:2]([O:4][CH2:5][CH3:6])=[O:3].[F:7][C:8]1[C:13]([F:14])=[CH:12][CH:11]=[CH:10][C:9]=1[OH:15].C(N(CC)CC)C.Cl, predict the reaction product. The product is: [C:2](=[O:3])([O:4][CH2:5][CH3:6])[O:15][C:9]1[CH:10]=[CH:11][CH:12]=[C:13]([F:14])[C:8]=1[F:7]. (2) Given the reactants Br[C:2]1[CH:7]=[CH:6][CH:5]=[C:4]([Br:8])[CH:3]=1.[CH:9]1([NH2:13])[CH2:12][CH2:11][CH2:10]1, predict the reaction product. The product is: [Br:8][C:4]1[CH:3]=[C:2]([CH:7]=[CH:6][CH:5]=1)[NH:13][CH:9]1[CH2:12][CH2:11][CH2:10]1. (3) Given the reactants Cl[C:2]1[N:9]=[C:8]([NH:10][C:11]2[CH:15]=[C:14]([CH:16]3[CH2:18][CH2:17]3)[NH:13][N:12]=2)[C:7]([Cl:19])=[CH:6][C:3]=1[C:4]#[N:5].CCN(C(C)C)C(C)C.[F:29][C:30]1[CH:31]=[CH:32][C:33]([C@@H:36]([NH2:38])[CH3:37])=[N:34][CH:35]=1, predict the reaction product. The product is: [Cl:19][C:7]1[C:8]([NH:10][C:11]2[CH:15]=[C:14]([CH:16]3[CH2:18][CH2:17]3)[NH:13][N:12]=2)=[N:9][C:2]([NH:38][C@H:36]([C:33]2[CH:32]=[CH:31][C:30]([F:29])=[CH:35][N:34]=2)[CH3:37])=[C:3]([CH:6]=1)[C:4]#[N:5].